Dataset: Reaction yield outcomes from USPTO patents with 853,638 reactions. Task: Predict the reaction yield, written as a fraction of the theoretical maximum amount of product (1.0 means a 100% yield; for example, 0.34 means a 34% yield). The reactants are [N:1](OC(C)(C)C)=[O:2].Cl.O1CCOCC1.[F:15][C:16]1[CH:17]=[CH:18][C:19]2[C:28]([OH:29])=[CH:27][C:26]3[N:25]=[CH:24][N:23]=[C:22]([O:30][CH3:31])[C:21]=3[C:20]=2[CH:32]=1. The catalyst is CN(C=O)C.O. The product is [F:15][C:16]1[CH:17]=[CH:18][C:19]2[C:28](=[O:29])[C:27](=[N:1][OH:2])[C:26]3[N:25]=[CH:24][N:23]=[C:22]([O:30][CH3:31])[C:21]=3[C:20]=2[CH:32]=1. The yield is 0.900.